This data is from Reaction yield outcomes from USPTO patents with 853,638 reactions. The task is: Predict the reaction yield, written as a fraction of the theoretical maximum amount of product (1.0 means a 100% yield; for example, 0.34 means a 34% yield). (1) The reactants are [F:1][C:2]1[CH:30]=[C:29]([N+:31]([O-])=O)[CH:28]=[CH:27][C:3]=1[O:4][C:5]1[CH:10]=[CH:9][N:8]=[C:7]2[CH:11]=[C:12]([C:14]3[N:15]([CH3:26])[C:16]([CH2:19][N:20]4[CH2:25][CH2:24][O:23][CH2:22][CH2:21]4)=[CH:17][N:18]=3)[S:13][C:6]=12.[Cl-].[NH4+].C(O)C. The catalyst is [Fe].O. The product is [F:1][C:2]1[CH:30]=[C:29]([CH:28]=[CH:27][C:3]=1[O:4][C:5]1[CH:10]=[CH:9][N:8]=[C:7]2[CH:11]=[C:12]([C:14]3[N:15]([CH3:26])[C:16]([CH2:19][N:20]4[CH2:25][CH2:24][O:23][CH2:22][CH2:21]4)=[CH:17][N:18]=3)[S:13][C:6]=12)[NH2:31]. The yield is 0.820. (2) The reactants are [C:1]([C:3]1([NH:9][C:10]([O:12][C@@H:13]([CH2:22][CH:23]2[CH2:28][CH2:27][CH2:26][CH2:25][CH2:24]2)[C:14]([N:16]2[CH2:21][CH2:20][O:19][CH2:18][CH2:17]2)=[O:15])=[O:11])[CH2:8][CH2:7][NH:6][CH2:5][CH2:4]1)#[N:2].C=O.[C:31](O)(=O)C.C([BH3-])#N.[Na+]. The catalyst is CO. The product is [C:1]([C:3]1([NH:9][C:10]([O:12][C@@H:13]([CH2:22][CH:23]2[CH2:28][CH2:27][CH2:26][CH2:25][CH2:24]2)[C:14]([N:16]2[CH2:17][CH2:18][O:19][CH2:20][CH2:21]2)=[O:15])=[O:11])[CH2:8][CH2:7][N:6]([CH3:31])[CH2:5][CH2:4]1)#[N:2]. The yield is 0.720. (3) The reactants are F[C:2]1[CH:12]=[CH:11][C:5]([C:6]([O:8]CC)=[O:7])=[CH:4][C:3]=1[N+:13]([O-:15])=[O:14].[CH3:16][CH:17]1[CH2:22][CH2:21][CH2:20][CH2:19][NH:18]1.[OH-].[Li+]. The catalyst is CN(C=O)C.O.C1COCC1. The product is [CH3:16][CH:17]1[CH2:22][CH2:21][CH2:20][CH2:19][N:18]1[C:2]1[CH:12]=[CH:11][C:5]([C:6]([OH:8])=[O:7])=[CH:4][C:3]=1[N+:13]([O-:15])=[O:14]. The yield is 0.800. (4) The reactants are [O:1]1[CH:5]=[CH:4][CH:3]=[C:2]1[C:6]1[O:7][C:8]([CH3:36])=[C:9]([CH2:11][O:12][C:13]2[CH:33]=[CH:32][C:16]([CH2:17][O:18][C:19]3[C:23]([CH:24]=O)=[CH:22][N:21]([C:26]4[CH:31]=[CH:30][CH:29]=[CH:28][CH:27]=4)[N:20]=3)=[CH:15][C:14]=2[O:34][CH3:35])[N:10]=1.Cl.NO.[N:40]1C=CC=CC=1.C(O)C. The catalyst is O. The product is [O:1]1[CH:5]=[CH:4][CH:3]=[C:2]1[C:6]1[O:7][C:8]([CH3:36])=[C:9]([CH2:11][O:12][C:13]2[CH:33]=[CH:32][C:16]([CH2:17][O:18][C:19]3[C:23]([C:24]#[N:40])=[CH:22][N:21]([C:26]4[CH:27]=[CH:28][CH:29]=[CH:30][CH:31]=4)[N:20]=3)=[CH:15][C:14]=2[O:34][CH3:35])[N:10]=1. The yield is 0.620. (5) The reactants are C([O:3][C:4]([C:6]1[S:10][C:9]([C:11]2[CH:16]=[CH:15][CH:14]=[CH:13][CH:12]=2)=[N:8][C:7]=1[CH3:17])=O)C.[H-].[Al+3].[Li+].[H-].[H-].[H-]. The catalyst is C1COCC1. The product is [CH3:17][C:7]1[N:8]=[C:9]([C:11]2[CH:16]=[CH:15][CH:14]=[CH:13][CH:12]=2)[S:10][C:6]=1[CH2:4][OH:3]. The yield is 0.851. (6) The reactants are [NH2:1][C:2]1[N:6]([CH3:7])[NH:5][C:4](=[O:8])[CH:3]=1.[CH2:9](Cl)[C:10]1[CH:15]=[CH:14][CH:13]=[CH:12][CH:11]=1.C([O-])([O-])=O.[K+].[K+].CCOC(C)=O. The catalyst is CN(C=O)C. The product is [CH2:9]([O:8][C:4]1[CH:3]=[C:2]([NH2:1])[N:6]([CH3:7])[N:5]=1)[C:10]1[CH:15]=[CH:14][CH:13]=[CH:12][CH:11]=1. The yield is 0.250.